Dataset: Full USPTO retrosynthesis dataset with 1.9M reactions from patents (1976-2016). Task: Predict the reactants needed to synthesize the given product. (1) Given the product [C:43]1([C:61]2[CH:66]=[CH:65][CH:64]=[CH:63][CH:62]=2)[CH:44]=[CH:45][C:46]([NH:49][C:50](=[O:60])[CH2:51][C:52]([N:53]2[CH2:54][CH2:55][N:56]([C:23](=[O:25])[C:22]3[CH:26]=[CH:27][CH:28]=[CH:29][C:21]=3[F:20])[CH2:57][CH2:58]2)=[O:59])=[CH:47][CH:48]=1, predict the reactants needed to synthesize it. The reactants are: C1C=CC2N(O)N=NC=2C=1.CCN(C(C)C)C(C)C.[F:20][C:21]1[CH:29]=[CH:28][CH:27]=[CH:26][C:22]=1[C:23]([OH:25])=O.CCN=C=NCCCN(C)C.Cl.Cl.[C:43]1([C:61]2[CH:66]=[CH:65][CH:64]=[CH:63][CH:62]=2)[CH:48]=[CH:47][C:46]([NH:49][C:50](=[O:60])[CH2:51][C:52](=[O:59])[N:53]2[CH2:58][CH2:57][NH:56][CH2:55][CH2:54]2)=[CH:45][CH:44]=1. (2) Given the product [CH3:1][N:2]([CH2:13][C:14]1[N:18]([CH2:19][C@H:20]2[CH2:25][CH2:24][CH2:23][N:22]([CH2:26][C:27]3[CH:32]=[CH:31][CH:30]=[CH:29][CH:37]=3)[CH2:21]2)[C:17]2[CH:33]=[CH:34][CH:35]=[CH:36][C:16]=2[N:15]=1)[C@@H:3]1[C:12]2[N:11]=[CH:10][CH:9]=[CH:8][C:7]=2[CH2:6][CH2:5][CH2:4]1, predict the reactants needed to synthesize it. The reactants are: [CH3:1][N:2]([CH2:13][C:14]1[N:18]([CH2:19][C@H:20]2[CH2:25][CH2:24][CH2:23][N:22]([CH2:26][C:27]3[CH:32]=[CH:31][CH:30]=[CH:29]N=3)[CH2:21]2)[C:17]2[CH:33]=[CH:34][CH:35]=[CH:36][C:16]=2[N:15]=1)[C@@H:3]1[C:12]2[N:11]=[CH:10][CH:9]=[CH:8][C:7]=2[CH2:6][CH2:5][CH2:4]1.[CH3:37]N(CC1N(C[C@H]2CCCNC2)C2C=CC=CC=2N=1)[C@@H]1C2N=CC=CC=2CCC1.C(=O)C1C=CC=CC=1. (3) Given the product [NH2:1][C:4]1[CH:5]=[C:6]([NH:15][C:16](=[O:18])[CH3:17])[CH:7]=[C:8]([N:10]2[CH:11]=[CH:12][CH:13]=[CH:14]2)[CH:9]=1, predict the reactants needed to synthesize it. The reactants are: [N+:1]([C:4]1[CH:5]=[C:6]([NH:15][C:16](=[O:18])[CH3:17])[CH:7]=[C:8]([N:10]2[CH:14]=[CH:13][CH:12]=[CH:11]2)[CH:9]=1)([O-])=O.[Cl-].[Ca+2].[Cl-]. (4) The reactants are: [CH3:1][CH2:2][CH2:3][C@H:4]([NH:10][C@H:11]([C:13]([N:15]1[C@H:23]([C:24]([OH:26])=[O:25])[CH2:22][C@H:21]2[C@@H:16]1[CH2:17][CH2:18][CH2:19][CH2:20]2)=[O:14])[CH3:12])[C:5]([O:7][CH2:8][CH3:9])=[O:6].C(#N)C.C(OCC)(=O)C.[C:36]([NH2:40])([CH3:39])([CH3:38])[CH3:37]. Given the product [CH3:1][CH2:2][CH2:3][C@H:4]([NH:10][C@H:11]([C:13]([N:15]1[C@H:23]([C:24]([OH:26])=[O:25])[CH2:22][C@H:21]2[C@@H:16]1[CH2:17][CH2:18][CH2:19][CH2:20]2)=[O:14])[CH3:12])[C:5]([O:7][CH2:8][CH3:9])=[O:6].[CH3:37][C:36]([NH2:40])([CH3:39])[CH3:38], predict the reactants needed to synthesize it.